This data is from NCI-60 drug combinations with 297,098 pairs across 59 cell lines. The task is: Regression. Given two drug SMILES strings and cell line genomic features, predict the synergy score measuring deviation from expected non-interaction effect. (1) Drug 1: CCC(=C(C1=CC=CC=C1)C2=CC=C(C=C2)OCCN(C)C)C3=CC=CC=C3.C(C(=O)O)C(CC(=O)O)(C(=O)O)O. Drug 2: C1=NC2=C(N=C(N=C2N1C3C(C(C(O3)CO)O)F)Cl)N. Cell line: NCI/ADR-RES. Synergy scores: CSS=13.0, Synergy_ZIP=-7.08, Synergy_Bliss=-9.42, Synergy_Loewe=-39.8, Synergy_HSA=-11.5. (2) Drug 1: CN(CC1=CN=C2C(=N1)C(=NC(=N2)N)N)C3=CC=C(C=C3)C(=O)NC(CCC(=O)O)C(=O)O. Drug 2: N.N.Cl[Pt+2]Cl. Cell line: LOX IMVI. Synergy scores: CSS=68.2, Synergy_ZIP=-1.53, Synergy_Bliss=-3.04, Synergy_Loewe=0.188, Synergy_HSA=2.88.